This data is from NCI-60 drug combinations with 297,098 pairs across 59 cell lines. The task is: Regression. Given two drug SMILES strings and cell line genomic features, predict the synergy score measuring deviation from expected non-interaction effect. (1) Drug 1: C1=NC2=C(N1)C(=S)N=CN2. Drug 2: C(CCl)NC(=O)N(CCCl)N=O. Cell line: RPMI-8226. Synergy scores: CSS=55.2, Synergy_ZIP=-1.90, Synergy_Bliss=-2.65, Synergy_Loewe=-17.2, Synergy_HSA=-8.90. (2) Drug 1: C1CCN(CC1)CCOC2=CC=C(C=C2)C(=O)C3=C(SC4=C3C=CC(=C4)O)C5=CC=C(C=C5)O. Drug 2: C(CN)CNCCSP(=O)(O)O. Cell line: DU-145. Synergy scores: CSS=0.0730, Synergy_ZIP=2.37, Synergy_Bliss=3.38, Synergy_Loewe=0.191, Synergy_HSA=0.481.